From a dataset of Forward reaction prediction with 1.9M reactions from USPTO patents (1976-2016). Predict the product of the given reaction. (1) Given the reactants [Cl:1][C:2]1[CH:7]=[CH:6][C:5]([S:8]([N:11]([CH2:22][C:23]2[CH:31]=[CH:30][C:26]([C:27](O)=[O:28])=[CH:25][C:24]=2[F:32])[C@@H:12]2[CH2:18][C:17]([CH3:20])([CH3:19])[CH2:16][CH2:15][NH:14][C:13]2=[O:21])(=[O:10])=[O:9])=[CH:4][CH:3]=1.[H-].[H-].[H-].[H-].[Li+].[Al+3].O.[OH-].[Na+], predict the reaction product. The product is: [Cl:1][C:2]1[CH:7]=[CH:6][C:5]([S:8]([N:11]([C@@H:12]2[CH2:18][C:17]([CH3:19])([CH3:20])[CH2:16][CH2:15][NH:14][C:13]2=[O:21])[CH2:22][C:23]2[CH:31]=[CH:30][C:26]([CH2:27][OH:28])=[CH:25][C:24]=2[F:32])(=[O:9])=[O:10])=[CH:4][CH:3]=1. (2) Given the reactants [N+:1]([C:4]1[CH:24]=[CH:23][C:7]([CH2:8][O:9][C:10]([N:12]2[CH2:17][CH2:16][N:15]3[CH:18]=[C:19]([CH:21]=[O:22])[N:20]=[C:14]3[CH2:13]2)=[O:11])=[CH:6][CH:5]=1)([O-:3])=[O:2].[Mg+2].[Br-].[Br-].[N+:28]([C:31]1[CH:49]=[CH:48][C:34]([CH2:35][O:36][C:37]([C:39]2[N:40]3[C@H:43]([S:44][CH:45]=2)[C@@H:42]([Br:46])[C:41]3=[O:47])=[O:38])=[CH:33][CH:32]=1)([O-:30])=[O:29].CNC1(NC)C=CN=CC1.[C:60](OC(=O)C)(=[O:62])[CH3:61].C(O)(=O)CC(CC(O)=O)(C(O)=O)O, predict the reaction product. The product is: [N+:28]([C:31]1[CH:49]=[CH:48][C:34]([CH2:35][O:36][C:37]([C:39]2[N:40]3[C@H:43]([S:44][CH:45]=2)[C:42]([CH:21]([O:22][C:60](=[O:62])[CH3:61])[C:19]2[N:20]=[C:14]4[CH2:13][N:12]([C:10]([O:9][CH2:8][C:7]5[CH:23]=[CH:24][C:4]([N+:1]([O-:3])=[O:2])=[CH:5][CH:6]=5)=[O:11])[CH2:17][CH2:16][N:15]4[CH:18]=2)([Br:46])[C:41]3=[O:47])=[O:38])=[CH:33][CH:32]=1)([O-:30])=[O:29]. (3) Given the reactants [N:1]1([C:7]2[S:8][C:9]3[C:10](=[O:21])[NH:11][CH2:12][CH:13]=[C:14]([Sn](C)(C)C)[C:15]=3[N:16]=2)[CH2:6][CH2:5][O:4][CH2:3][CH2:2]1.[CH3:22][O:23][C:24](=[O:33])[C:25]1[CH:30]=[C:29](Br)[CH:28]=[CH:27][C:26]=1[Cl:32].[F-].[Cs+], predict the reaction product. The product is: [Cl:32][C:26]1[CH:27]=[CH:28][C:29]([C:14]2[C:15]3[N:16]=[C:7]([N:1]4[CH2:6][CH2:5][O:4][CH2:3][CH2:2]4)[S:8][C:9]=3[C:10](=[O:21])[NH:11][CH2:12][CH:13]=2)=[CH:30][C:25]=1[C:24]([O:23][CH3:22])=[O:33]. (4) Given the reactants Cl[C:2]1[N:7]=[C:6]([C:8]2[CH:13]=[CH:12][CH:11]=[CH:10][C:9]=2[F:14])[N:5]=[C:4]([NH:15][CH:16]2[CH2:19][CH2:18][CH2:17]2)[N:3]=1.[F:20][C:21]1[CH:22]=[C:23]([NH2:27])[CH:24]=[N:25][CH:26]=1.C(O[Na])(C)(C)C.O, predict the reaction product. The product is: [CH:16]1([NH:15][C:4]2[N:3]=[C:2]([NH:27][C:23]3[CH:24]=[N:25][CH:26]=[C:21]([F:20])[CH:22]=3)[N:7]=[C:6]([C:8]3[CH:13]=[CH:12][CH:11]=[CH:10][C:9]=3[F:14])[N:5]=2)[CH2:19][CH2:18][CH2:17]1. (5) Given the reactants [F:1][C:2]1[CH:3]=[CH:4][C:5]([NH:8][NH2:9])=[N:6][CH:7]=1.[CH2:10](OC(OC(=O)C)OCC)C, predict the reaction product. The product is: [F:1][C:2]1[CH:3]=[CH:4][C:5]2[N:6]([CH:10]=[N:9][N:8]=2)[CH:7]=1. (6) Given the reactants [F:1][C:2]1[CH:7]=[C:6]([N+:8]([O-])=O)[CH:5]=[CH:4][C:3]=1[OH:11].NC1C=CC(O)=CC=1F, predict the reaction product. The product is: [NH2:8][C:6]1[CH:5]=[CH:4][C:3]([OH:11])=[C:2]([F:1])[CH:7]=1.